This data is from Full USPTO retrosynthesis dataset with 1.9M reactions from patents (1976-2016). The task is: Predict the reactants needed to synthesize the given product. (1) Given the product [O:1]1[CH:5]=[CH:4][C:3]([C:6]2[S:10][C:9]([NH:11][C:21]([CH:18]3[CH2:20][CH2:19]3)=[O:22])=[N:8][C:7]=2[C:12]2[CH:17]=[CH:16][CH:15]=[CH:14][CH:13]=2)=[CH:2]1, predict the reactants needed to synthesize it. The reactants are: [O:1]1[CH:5]=[CH:4][C:3]([C:6]2[S:10][C:9]([NH2:11])=[N:8][C:7]=2[C:12]2[CH:17]=[CH:16][CH:15]=[CH:14][CH:13]=2)=[CH:2]1.[CH:18]1([C:21](Cl)=[O:22])[CH2:20][CH2:19]1. (2) The reactants are: C(OC([N:8]1[CH2:11][CH:10]([N:12]2[CH2:17][CH2:16][S:15](=[O:19])(=[O:18])[CH2:14][CH2:13]2)[CH2:9]1)=O)(C)(C)C.C(O)(C(F)(F)F)=O. Given the product [NH:8]1[CH2:11][CH:10]([N:12]2[CH2:17][CH2:16][S:15](=[O:19])(=[O:18])[CH2:14][CH2:13]2)[CH2:9]1, predict the reactants needed to synthesize it. (3) Given the product [CH2:1]([C:3]1[CH:4]=[N:5][C:6]([N:9]2[CH2:10][CH2:11][N:12]([C:15]3[N:22]=[CH:21][C:20]([C:33]4[CH:38]=[CH:37][C:36]([N:39]5[C:43](=[O:44])[N:42]([CH:45]([CH3:46])[CH3:47])[N:41]=[CH:40]5)=[C:35]([F:48])[CH:34]=4)=[CH:19][C:16]=3[C:17]#[N:18])[CH2:13][CH2:14]2)=[N:7][CH:8]=1)[CH3:2], predict the reactants needed to synthesize it. The reactants are: [CH2:1]([C:3]1[CH:4]=[N:5][C:6]([N:9]2[CH2:14][CH2:13][N:12]([C:15]3[N:22]=[CH:21][C:20](B4OC(C)(C)C(C)(C)O4)=[CH:19][C:16]=3[C:17]#[N:18])[CH2:11][CH2:10]2)=[N:7][CH:8]=1)[CH3:2].Br[C:33]1[CH:38]=[CH:37][C:36]([N:39]2[C:43](=[O:44])[N:42]([CH:45]([CH3:47])[CH3:46])[N:41]=[CH:40]2)=[C:35]([F:48])[CH:34]=1.C(=O)([O-])[O-].[Na+].[Na+]. (4) Given the product [C:7]([N:31]1[CH2:30][CH:29]=[C:28]([C:25]2[S:24][C:23]([C:21]([NH:20][CH2:19][C:16]3[CH:17]=[CH:18][N:13]4[CH:12]=[CH:11][N:10]=[C:14]4[CH:15]=3)=[O:22])=[CH:27][CH:26]=2)[CH2:33][CH2:32]1)(=[O:8])[CH3:6], predict the reactants needed to synthesize it. The reactants are: C1([CH2:6][C:7](Cl)=[O:8])CCCC1.[N:10]1[CH:11]=[CH:12][N:13]2[CH:18]=[CH:17][C:16]([CH2:19][NH:20][C:21]([C:23]3[S:24][C:25]([C:28]4[CH2:29][CH2:30][NH:31][CH2:32][CH:33]=4)=[CH:26][CH:27]=3)=[O:22])=[CH:15][C:14]=12.NC1C=CC(C(OC)=O)=CC=1. (5) The reactants are: [Br:1][C:2]1[CH:3]=[C:4]([C:9]([CH3:14])([CH3:13])[CH:10]([OH:12])[CH3:11])[CH:5]=[CH:6][C:7]=1[F:8].C1C=C[NH+]=CC=1.[O-][Cr](Cl)(=O)=O.O. Given the product [Br:1][C:2]1[CH:3]=[C:4]([C:9]([CH3:14])([CH3:13])[C:10](=[O:12])[CH3:11])[CH:5]=[CH:6][C:7]=1[F:8], predict the reactants needed to synthesize it. (6) Given the product [F:34][C:33]1[C:28]([C:24]2([CH2:23][NH:15][C:12]3[N:13]=[N:14][C:9]([C:7]4[S:8][C:4]([CH2:53][C:52]([NH:44][CH3:42])=[O:55])=[CH:5][N:6]=4)=[CH:10][CH:11]=3)[CH2:25][CH2:26][CH2:27]2)=[N:29][CH:30]=[CH:31][CH:32]=1, predict the reactants needed to synthesize it. The reactants are: C(C[C:4]1[S:8][C:7]([C:9]2[N:14]=[N:13][C:12]([N:15]([CH2:23][C:24]3([C:28]4[C:33]([F:34])=[CH:32][CH:31]=[CH:30][N:29]=4)[CH2:27][CH2:26][CH2:25]3)C(=O)OC(C)(C)C)=[CH:11][CH:10]=2)=[N:6][CH:5]=1)#N.Cl.CN.C1C=CC2N(O)N=[N:44][C:42]=2C=1.C(Cl)CCl.[C:52]([O:55]CC)(=O)[CH3:53].